From a dataset of Forward reaction prediction with 1.9M reactions from USPTO patents (1976-2016). Predict the product of the given reaction. (1) Given the reactants [CH3:1][CH:2]([CH3:38])[CH2:3][C@H:4]([NH:18][C:19](=[O:37])[C@H:20]([CH2:30][C:31]1[CH:36]=[CH:35][CH:34]=[CH:33][CH:32]=1)[NH:21][C:22]([C:24]1[CH:29]=[N:28][CH:27]=[CH:26][N:25]=1)=[O:23])[B:5]1[O:9][C@@H]2C[C@@H]3C[C@H]([C@]2(C)[O:6]1)C3(C)C.Cl.C(B(O)O)C(C)C.[OH-].[Na+], predict the reaction product. The product is: [CH3:1][CH:2]([CH3:38])[CH2:3][C@@H:4]([B:5]([OH:9])[OH:6])[NH:18][C:19](=[O:37])[C@@H:20]([NH:21][C:22]([C:24]1[CH:29]=[N:28][CH:27]=[CH:26][N:25]=1)=[O:23])[CH2:30][C:31]1[CH:32]=[CH:33][CH:34]=[CH:35][CH:36]=1. (2) Given the reactants [S:1]1[C:5]2[CH:6]=[CH:7][CH:8]=[CH:9][C:4]=2[N:3]=[C:2]1[S:10][CH2:11][C:12]([OH:14])=O.[NH:15]1[CH2:21][CH2:20][CH2:19][C:18](=[O:22])[C:17]2[CH:23]=[CH:24][CH:25]=[CH:26][C:16]1=2, predict the reaction product. The product is: [S:1]1[C:5]2[CH:6]=[CH:7][CH:8]=[CH:9][C:4]=2[N:3]=[C:2]1[S:10][CH2:11][C:12]([N:15]1[CH2:21][CH2:20][CH2:19][C:18](=[O:22])[C:17]2[CH:23]=[CH:24][CH:25]=[CH:26][C:16]1=2)=[O:14]. (3) The product is: [Br:10][C:11]1[CH:16]=[CH:15][C:6]([CH3:7])=[C:13]2[C:12]=1[NH:18][CH:17]=[CH:14]2. Given the reactants O1CCCC1.[CH:6]([Mg]Br)=[CH2:7].[Br:10][C:11]1[CH:16]=[CH:15][C:14]([CH3:17])=[CH:13][C:12]=1[N+:18]([O-])=O.[Cl-].[NH4+], predict the reaction product. (4) The product is: [Cl:18][C:17]1[CH:16]=[CH:15][N:14]=[CH:13][C:12]=1[C:7]1[C:6]([C:4]([OH:5])=[O:3])=[C:10]([CH3:11])[O:9][N:8]=1. Given the reactants C([O:3][C:4]([C:6]1[C:7]([C:12]2[CH:13]=[N:14][CH:15]=[CH:16][C:17]=2[Cl:18])=[N:8][O:9][C:10]=1[CH3:11])=[O:5])C.[OH-].[Na+].C(O)C.Cl, predict the reaction product. (5) Given the reactants [C:1]1(=[O:7])[NH:6][CH2:5][CH2:4][CH2:3][CH2:2]1.[H-].[Na+].[Cl:10][C:11]1[CH:12]=[C:13]([CH:16]=[CH:17][C:18]=1[F:19])[CH2:14]Br, predict the reaction product. The product is: [Cl:10][C:11]1[CH:12]=[C:13]([CH:16]=[CH:17][C:18]=1[F:19])[CH2:14][N:6]1[CH2:5][CH2:4][CH2:3][CH2:2][C:1]1=[O:7]. (6) The product is: [C:15]1([N:6]2[C:5]3[CH:7]=[CH:8][CH:9]=[CH:10][C:4]=3[N:3]=[CH:2]2)[CH:16]=[CH:20][CH:19]=[CH:18][CH:14]=1. Given the reactants C[C:2]1[NH:3][C:4]2[CH:10]=[CH:9][CH:8]=[CH:7][C:5]=2[N:6]=1.[H-].[Na+].I[CH2:14][CH2:15][CH3:16].O1C[CH2:20][CH2:19][CH2:18]1, predict the reaction product.